Task: Predict which catalyst facilitates the given reaction.. Dataset: Catalyst prediction with 721,799 reactions and 888 catalyst types from USPTO (1) Reactant: F[P-](F)(F)(F)(F)F.N1(OC(N(C)C)=[N+](C)C)C2[N:13]=[CH:14][CH:15]=[CH:16]C=2N=N1.[O:25]1[C:29]([C:30]2[CH:38]=[CH:37][C:33]([C:34]([OH:36])=O)=[CH:32][CH:31]=2)=[CH:28][N:27]=[CH:26]1.C(N(CC)C(C)C)(C)C.[C:48]([O:52][C:53]([N:55]1[CH2:60][CH2:59][CH:58](C2CC2)[CH2:57][C:56]1(N)[CH3:64])=[O:54])([CH3:51])([CH3:50])[CH3:49]. Product: [C:48]([O:52][C:53]([N:55]1[CH2:60][CH2:59][CH:58]([N:13]([CH:14]2[CH2:16][CH2:15]2)[C:34](=[O:36])[C:33]2[CH:32]=[CH:31][C:30]([C:29]3[O:25][CH:26]=[N:27][CH:28]=3)=[CH:38][CH:37]=2)[CH2:57][CH:56]1[CH3:64])=[O:54])([CH3:49])([CH3:50])[CH3:51]. The catalyst class is: 9. (2) Reactant: [C:1]([C:3](=[C:7]([S:10][CH3:11])SC)[C:4]([NH2:6])=[O:5])#[N:2].[CH3:12][N:13]([CH3:21])[C:14]1[CH:19]=[CH:18][C:17]([NH2:20])=[CH:16][CH:15]=1. Product: [C:1]([C:3](=[C:7]([NH:20][C:17]1[CH:18]=[CH:19][C:14]([N:13]([CH3:21])[CH3:12])=[CH:15][CH:16]=1)[S:10][CH3:11])[C:4]([NH2:6])=[O:5])#[N:2]. The catalyst class is: 8. (3) The catalyst class is: 17. Product: [CH2:8]([NH:15][C:2]([CH3:7])([CH3:1])[CH2:3][C:4]([OH:6])=[O:5])[C:9]1[CH:14]=[CH:13][CH:12]=[CH:11][CH:10]=1. Reactant: [CH3:1][C:2]([CH3:7])=[CH:3][C:4]([OH:6])=[O:5].[CH2:8]([NH2:15])[C:9]1[CH:14]=[CH:13][CH:12]=[CH:11][CH:10]=1.CC(C)=O.